From a dataset of Forward reaction prediction with 1.9M reactions from USPTO patents (1976-2016). Predict the product of the given reaction. (1) The product is: [CH:11]12[CH:3]([C:4]([OH:6])=[O:5])[CH:12]1[CH2:13][O:9][CH2:10]2. Given the reactants [N+](=[CH:3][C:4]([O:6]CC)=[O:5])=[N-].[O:9]1[CH2:13][CH:12]=[CH:11][CH2:10]1.[OH-].[Li+], predict the reaction product. (2) Given the reactants [CH2:1]([N:8]1[CH2:13][CH2:12][NH:11][CH2:10][CH2:9]1)[C:2]1[CH:7]=[CH:6][CH:5]=[CH:4][CH:3]=1.[Cl:14][C:15]1[N:20]=[CH:19][C:18]([S:21](Cl)(=[O:23])=[O:22])=[CH:17][CH:16]=1, predict the reaction product. The product is: [CH2:1]([N:8]1[CH2:13][CH2:12][N:11]([S:21]([C:18]2[CH:19]=[N:20][C:15]([Cl:14])=[CH:16][CH:17]=2)(=[O:23])=[O:22])[CH2:10][CH2:9]1)[C:2]1[CH:3]=[CH:4][CH:5]=[CH:6][CH:7]=1. (3) Given the reactants [Cl:1][C:2]1[CH:7]=[C:6]([OH:8])[C:5](I)=[CH:4][C:3]=1[C:10]1[CH:15]=[CH:14][CH:13]=[CH:12][C:11]=1[F:16].C([Sn](CCCC)(CCCC)[C:22]1[CH:27]=[CH:26][N:25]=[N:24][CH:23]=1)CCC.[F-].[Cs+], predict the reaction product. The product is: [Cl:1][C:2]1[CH:7]=[C:6]([OH:8])[C:5]([C:22]2[CH:27]=[CH:26][N:25]=[N:24][CH:23]=2)=[CH:4][C:3]=1[C:10]1[CH:15]=[CH:14][CH:13]=[CH:12][C:11]=1[F:16]. (4) Given the reactants [CH2:1]([O:8][CH2:9][C:10]1[N:15]=[C:14]([OH:16])[C:13]([C:17]([OH:19])=O)=[CH:12][N:11]=1)[C:2]1[CH:7]=[CH:6][CH:5]=[CH:4][CH:3]=1.[C:20]1([CH:26]([C:28]2[CH:33]=[CH:32][CH:31]=[CH:30][CH:29]=2)[NH2:27])[CH:25]=[CH:24][CH:23]=[CH:22][CH:21]=1.CN(C(ON1N=NC2C=CC=NC1=2)=[N+](C)C)C.F[P-](F)(F)(F)(F)F, predict the reaction product. The product is: [CH:26]([NH:27][C:17]([C:13]1[C:14]([OH:16])=[N:15][C:10]([CH2:9][O:8][CH2:1][C:2]2[CH:3]=[CH:4][CH:5]=[CH:6][CH:7]=2)=[N:11][CH:12]=1)=[O:19])([C:28]1[CH:29]=[CH:30][CH:31]=[CH:32][CH:33]=1)[C:20]1[CH:25]=[CH:24][CH:23]=[CH:22][CH:21]=1. (5) The product is: [CH3:31][C:27]1[N:26]=[C:25]([C:17]2[C:16]([C:15]([OH:14])=[O:32])=[C:23]3[CH2:22][CH2:21][CH2:20][N:19]3[N:18]=2)[CH:30]=[CH:29][CH:28]=1. Given the reactants [O-]CC.[Na+].C1(C)C=CC=CC=1.C([O:14][C:15](=[O:32])[CH2:16][C:17]([C:25]1[CH:30]=[CH:29][CH:28]=[C:27]([CH3:31])[N:26]=1)=[N:18][N:19]1[CH2:23][CH2:22][CH2:21][C:20]1=O)C.Cl, predict the reaction product. (6) Given the reactants [CH:1]1([N:6]2[C:14]3[CH:13]=[C:12]([CH2:15]O)[CH:11]=[C:10]([C:17]([NH:19][CH2:20][C:21]4[C:22](=[O:29])[NH:23][C:24]([CH3:28])=[CH:25][C:26]=4[CH3:27])=[O:18])[C:9]=3[CH:8]=[N:7]2)[CH2:5][CH2:4][CH2:3][CH2:2]1.C1(P(C2C=CC=CC=2)C2C=CC=CC=2)C=CC=CC=1.C(Br)(Br)(Br)[Br:50], predict the reaction product. The product is: [Br:50][CH2:15][C:12]1[CH:11]=[C:10]([C:17]([NH:19][CH2:20][C:21]2[C:22](=[O:29])[NH:23][C:24]([CH3:28])=[CH:25][C:26]=2[CH3:27])=[O:18])[C:9]2[CH:8]=[N:7][N:6]([CH:1]3[CH2:5][CH2:4][CH2:3][CH2:2]3)[C:14]=2[CH:13]=1. (7) Given the reactants [NH2:1][C@H:2]1[CH2:7][CH2:6][CH2:5][CH2:4][C@H:3]1[NH:8][C:9]1[N:14]=[C:13]([NH:15][C:16]2[CH:21]=[CH:20][C:19](C3ON=CC=3)=[CH:18][CH:17]=2)[C:12]([C:27]([NH2:29])=[O:28])=[CH:11][N:10]=1.[O:30]1[CH:34]=[C:33](C2C=C(C=CC=2)N)[N:32]=[CH:31]1, predict the reaction product. The product is: [NH2:1][C@H:2]1[CH2:7][CH2:6][CH2:5][CH2:4][C@H:3]1[NH:8][C:9]1[N:14]=[C:13]([NH:15][C:16]2[CH:17]=[CH:18][CH:19]=[C:20]([C:33]3[N:32]=[CH:31][O:30][CH:34]=3)[CH:21]=2)[C:12]([C:27]([NH2:29])=[O:28])=[CH:11][N:10]=1. (8) Given the reactants Cl[C:2]1[CH:18]=[CH:17][C:16]([Cl:19])=[CH:15][C:3]=1[C:4]([NH:6][C:7]1[CH:12]=[CH:11][C:10]([CH3:13])=[CH:9][C:8]=1[OH:14])=[O:5].[H-].[Na+], predict the reaction product. The product is: [Cl:19][C:16]1[CH:17]=[CH:18][C:2]2[O:14][C:8]3[CH:9]=[C:10]([CH3:13])[CH:11]=[CH:12][C:7]=3[NH:6][C:4](=[O:5])[C:3]=2[CH:15]=1. (9) Given the reactants [CH3:1][C:2]1([S:5]([NH2:8])(=[O:7])=[O:6])[CH2:4][CH2:3]1.N(CCCC)=[C:10]=[O:11].ClC(Cl)(OC(=O)OC(Cl)(Cl)Cl)Cl.[NH2:28][C@@H:29]([CH2:43][C:44]1[CH:49]=[CH:48][CH:47]=[CH:46][CH:45]=1)[C:30]([N:32]([C:34]1[CH:42]=[CH:41][C:37]2[O:38][CH2:39][O:40][C:36]=2[CH:35]=1)[CH3:33])=[O:31].C(O)(C(F)(F)F)=O.C(N(C(C)C)CC)(C)C, predict the reaction product. The product is: [O:38]1[C:37]2[CH:41]=[CH:42][C:34]([N:32]([CH3:33])[C:30](=[O:31])[C@@H:29]([NH:28][C:10]([NH:8][S:5]([C:2]3([CH3:1])[CH2:4][CH2:3]3)(=[O:7])=[O:6])=[O:11])[CH2:43][C:44]3[CH:49]=[CH:48][CH:47]=[CH:46][CH:45]=3)=[CH:35][C:36]=2[O:40][CH2:39]1. (10) Given the reactants C([O:3][C:4]([C:6]1[NH:7][CH:8]=[C:9]([CH:11]=[O:12])[CH:10]=1)=[O:5])C.[OH-].[K+].O, predict the reaction product. The product is: [CH:11]([C:9]1[CH:10]=[C:6]([C:4]([OH:5])=[O:3])[NH:7][CH:8]=1)=[O:12].